This data is from Full USPTO retrosynthesis dataset with 1.9M reactions from patents (1976-2016). The task is: Predict the reactants needed to synthesize the given product. (1) Given the product [CH3:29][C:25]1([CH3:28])[O:24][C@@H:23]([CH2:22][O:21][C:18]2[CH:19]=[CH:20][C:9]3[C:8](=[O:30])[C:7]4[C:6]5[C:14](=[C:2]([C:34]#[N:35])[C:3]([C:31]#[N:32])=[CH:4][CH:5]=5)[NH:13][C:12]=4[C:11]([CH3:15])([CH3:16])[C:10]=3[CH:17]=2)[CH2:27][O:26]1, predict the reactants needed to synthesize it. The reactants are: Br[C:2]1[C:3]([C:31]#[N:32])=[CH:4][CH:5]=[C:6]2[C:14]=1[NH:13][C:12]1[C:11]([CH3:16])([CH3:15])[C:10]3[CH:17]=[C:18]([O:21][CH2:22][C@H:23]4[CH2:27][O:26][C:25]([CH3:29])([CH3:28])[O:24]4)[CH:19]=[CH:20][C:9]=3[C:8](=[O:30])[C:7]2=1.[Cu][C:34]#[N:35].O. (2) The reactants are: [CH2:1]([O:3][C:4](=[O:32])[CH2:5][CH2:6][NH:7][C:8]([NH:10][C@:11]([C:19]1[CH:24]=[CH:23][C:22]([CH2:25][CH2:26][C:27]([CH3:30])([CH3:29])[CH3:28])=[C:21]([Cl:31])[CH:20]=1)([CH3:18])[CH:12]([CH2:16]O)[CH:13]([CH3:15])[CH3:14])=[O:9])[CH3:2].C(O)(=O)C.C(O)(=O)C.IC1C=CC=CC=1.CC1(C)N([O])C(C)(C)CCC1.FC(F)(F)C(O)=O.S([O-])([O-])=O.[Na+].[Na+].C(=O)([O-])O.[K+]. Given the product [CH2:1]([O:3][C:4](=[O:32])[CH2:5][CH2:6][N:7]1[CH:16]=[C:12]([CH:13]([CH3:15])[CH3:14])[C@@:11]([C:19]2[CH:24]=[CH:23][C:22]([CH2:25][CH2:26][C:27]([CH3:30])([CH3:29])[CH3:28])=[C:21]([Cl:31])[CH:20]=2)([CH3:18])[NH:10][C:8]1=[O:9])[CH3:2], predict the reactants needed to synthesize it. (3) Given the product [I:3][C:4]1[CH:18]=[CH:17][CH:16]=[C:6](/[CH:7]=[CH:19]/[C:20]2[CH:25]=[CH:24][C:23]([O:26][CH3:27])=[CH:22][CH:21]=2)[CH:5]=1, predict the reactants needed to synthesize it. The reactants are: [H-].[Na+].[I:3][C:4]1[CH:5]=[C:6]([CH:16]=[CH:17][CH:18]=1)[CH2:7]P(=O)(OCC)OCC.[CH:19](=O)[C:20]1[CH:25]=[CH:24][C:23]([O:26][CH3:27])=[CH:22][CH:21]=1.[NH4+].[Cl-]. (4) Given the product [CH3:11][C@H:12]1[NH:13][C@@H:14]([CH3:18])[CH2:15][N:16]([C:2]2[CH:7]=[CH:6][C:5]([N+:8]([O-:10])=[O:9])=[CH:4][CH:3]=2)[CH2:17]1, predict the reactants needed to synthesize it. The reactants are: F[C:2]1[CH:7]=[CH:6][C:5]([N+:8]([O-:10])=[O:9])=[CH:4][CH:3]=1.[CH3:11][C@H:12]1[CH2:17][NH:16][CH2:15][C@@H:14]([CH3:18])[NH:13]1.ClCCl.